Dataset: Reaction yield outcomes from USPTO patents with 853,638 reactions. Task: Predict the reaction yield, written as a fraction of the theoretical maximum amount of product (1.0 means a 100% yield; for example, 0.34 means a 34% yield). (1) The reactants are CS[C:3](SC)=[CH:4][C:5]([C:7]1[CH:12]=[CH:11][CH:10]=[CH:9][CH:8]=1)=[O:6].[CH3:15][O:16][CH2:17][CH2:18][NH2:19]. No catalyst specified. The product is [CH3:15][O:16][CH2:17][CH2:18][NH:19][C:3]([NH:19][CH2:18][CH2:17][O:16][CH3:15])=[CH:4][C:5]([C:7]1[CH:12]=[CH:11][CH:10]=[CH:9][CH:8]=1)=[O:6]. The yield is 0.270. (2) The reactants are [Cl:1][C:2]1[CH:3]=[C:4]2[C:9](=[CH:10][CH:11]=1)[NH:8][CH:7]([C:12]([F:15])([F:14])[F:13])[C:6]([C:16]([O:18][CH2:19][CH3:20])=[O:17])=[CH:5]2.[OH-].[Na+].S(OC)(O[CH3:27])(=O)=O.CCCCCC. The catalyst is [I-].C([N+](CCCC)(CCCC)CCCC)CCC.C(Cl)Cl. The product is [Cl:1][C:2]1[CH:3]=[C:4]2[C:9](=[CH:10][CH:11]=1)[N:8]([CH3:27])[CH:7]([C:12]([F:15])([F:14])[F:13])[C:6]([C:16]([O:18][CH2:19][CH3:20])=[O:17])=[CH:5]2. The yield is 0.900. (3) The product is [CH3:45][O:46][C:2]1[N:7]=[C:6]([N:8]2[CH2:12][C@H:11]([S:13][C:14]([C:27]3[CH:32]=[CH:31][CH:30]=[CH:29][CH:28]=3)([C:21]3[CH:26]=[CH:25][CH:24]=[CH:23][CH:22]=3)[C:15]3[CH:20]=[CH:19][CH:18]=[CH:17][CH:16]=3)[CH2:10][C@H:9]2[CH2:33][O:34][CH2:35][C:36]2[CH:41]=[C:40]([F:42])[C:39]([F:43])=[CH:38][C:37]=2[F:44])[CH:5]=[CH:4][N:3]=1. The reactants are Cl[C:2]1[N:7]=[C:6]([N:8]2[CH2:12][C@H:11]([S:13][C:14]([C:27]3[CH:32]=[CH:31][CH:30]=[CH:29][CH:28]=3)([C:21]3[CH:26]=[CH:25][CH:24]=[CH:23][CH:22]=3)[C:15]3[CH:20]=[CH:19][CH:18]=[CH:17][CH:16]=3)[CH2:10][C@H:9]2[CH2:33][O:34][CH2:35][C:36]2[CH:41]=[C:40]([F:42])[C:39]([F:43])=[CH:38][C:37]=2[F:44])[CH:5]=[CH:4][N:3]=1.[CH3:45][O-:46].[Na+]. The yield is 0.770. The catalyst is CO. (4) The reactants are C1(N(Cl)C(=O)N(Cl)C(=O)N1Cl)=O.[Si:13]([O:20][CH2:21][C@@H:22]1[CH2:26][C@@H:25]([OH:27])[CH2:24][N:23]1[C:28]([C:30]1[CH:35]=[C:34]([O:36][CH3:37])[C:33]([O:38][Si:39]([CH:46]([CH3:48])[CH3:47])([CH:43]([CH3:45])[CH3:44])[CH:40]([CH3:42])[CH3:41])=[CH:32][C:31]=1[N+:49]([O-:51])=[O:50])=[O:29])([C:16]([CH3:19])([CH3:18])[CH3:17])([CH3:15])[CH3:14].CC1(C)N([O])C(C)(C)CCC1.C(OCC)(=O)C.CCCCCC. The catalyst is ClCCl. The product is [Si:13]([O:20][CH2:21][C@H:22]1[N:23]([C:28](=[O:29])[C:30]2[CH:35]=[C:34]([O:36][CH3:37])[C:33]([O:38][Si:39]([CH:40]([CH3:41])[CH3:42])([CH:43]([CH3:44])[CH3:45])[CH:46]([CH3:48])[CH3:47])=[CH:32][C:31]=2[N+:49]([O-:51])=[O:50])[CH2:24][C:25](=[O:27])[CH2:26]1)([C:16]([CH3:17])([CH3:18])[CH3:19])([CH3:14])[CH3:15]. The yield is 1.00. (5) The reactants are [N:1]1[CH:6]=[CH:5][CH:4]=[CH:3][C:2]=1[N:7]1[CH2:12][CH2:11][NH:10][CH2:9][CH2:8]1.[CH3:13][C:14]1[CH:19]=[CH:18][CH:17]=[C:16]([CH3:20])[C:15]=1[NH:21][C:22](=[O:25])[CH2:23]Cl.C(=O)([O-])[O-].[Na+].[Na+]. The catalyst is CN(C)C=O.O. The product is [CH3:20][C:16]1[CH:17]=[CH:18][CH:19]=[C:14]([CH3:13])[C:15]=1[NH:21][C:22](=[O:25])[CH2:23][N:10]1[CH2:9][CH2:8][N:7]([C:2]2[CH:3]=[CH:4][CH:5]=[CH:6][N:1]=2)[CH2:12][CH2:11]1. The yield is 0.909. (6) The reactants are BrC1C=CC=CC=1OC1C=CC=CC=1Br.C([C:20]([N:22]1[CH2:27][CH2:26][NH:25][CH2:24][CH2:23]1)=[O:21])(C)(C)C.[CH3:28][C:29]([CH3:32])([O-:31])[CH3:30].[Na+].[Br-]. The catalyst is C1(C)C=CC=CC=1.C1C=CC(P(C2C(C3C(P(C4C=CC=CC=4)C4C=CC=CC=4)=CC=C4C=3C=CC=C4)=C3C(C=CC=C3)=CC=2)C2C=CC=CC=2)=CC=1. The product is [C:20]([N:22]1[CH2:27][CH2:26][NH:25][CH2:24][CH2:23]1)([O:31][C:29]([CH3:32])([CH3:30])[CH3:28])=[O:21]. The yield is 0.440. (7) The reactants are [Cl:1][C:2]1[CH:3]=[C:4]([CH2:16][C:17]([O:19][CH3:20])=[O:18])[CH:5]=[CH:6][C:7]=1OS(C(F)(F)F)(=O)=O.[CH3:21][N:22](C)C=O. The catalyst is C(OCC)(=O)C.[C-]#N.[Zn+2].[C-]#N.[Pd].C1(P(C2C=CC=CC=2)C2C=CC=CC=2)C=CC=CC=1.C1(P(C2C=CC=CC=2)C2C=CC=CC=2)C=CC=CC=1.C1(P(C2C=CC=CC=2)C2C=CC=CC=2)C=CC=CC=1.C1(P(C2C=CC=CC=2)C2C=CC=CC=2)C=CC=CC=1. The product is [Cl:1][C:2]1[CH:3]=[C:4]([CH2:16][C:17]([O:19][CH3:20])=[O:18])[CH:5]=[CH:6][C:7]=1[C:21]#[N:22]. The yield is 0.370. (8) The reactants are [CH2:1]([C:3]1[CH:8]=[CH:7][C:6]([S:9]([CH3:12])(=[O:11])=[O:10])=[CH:5][C:4]=1[N+:13]([O-])=O)[CH3:2].CC(=O)OCC. The catalyst is [Pd].CO. The product is [CH2:1]([C:3]1[CH:8]=[CH:7][C:6]([S:9]([CH3:12])(=[O:10])=[O:11])=[CH:5][C:4]=1[NH2:13])[CH3:2]. The yield is 0.940.